Dataset: Full USPTO retrosynthesis dataset with 1.9M reactions from patents (1976-2016). Task: Predict the reactants needed to synthesize the given product. (1) Given the product [C:1]([NH:4][CH2:5][C:6]1[N:10]2[C:11]3[CH:45]=[CH:44][C:43]([Cl:46])=[CH:42][C:12]=3[C@@H:13]([C:32]3[CH:37]=[CH:36][CH:35]=[C:34]([O:38][CH3:39])[C:33]=3[O:40][CH3:41])[O:14][C@H:15]([CH2:16][CH2:17][C:18]([N:20]3[CH2:25][CH2:24][CH:23]([CH2:26][C:27]([OH:29])=[O:28])[CH2:22][CH2:21]3)=[O:19])[C:9]2=[CH:8][CH:7]=1)(=[O:3])[CH3:2], predict the reactants needed to synthesize it. The reactants are: [C:1]([NH:4][CH2:5][C:6]1[N:10]2[C:11]3[CH:45]=[CH:44][C:43]([Cl:46])=[CH:42][C:12]=3[C@@H:13]([C:32]3[CH:37]=[CH:36][CH:35]=[C:34]([O:38][CH3:39])[C:33]=3[O:40][CH3:41])[O:14][C@H:15]([CH2:16][CH2:17][C:18]([N:20]3[CH2:25][CH2:24][CH:23]([CH2:26][C:27]([O:29]CC)=[O:28])[CH2:22][CH2:21]3)=[O:19])[C:9]2=[CH:8][CH:7]=1)(=[O:3])[CH3:2]. (2) Given the product [CH2:12]([C:16]1[N:17]=[N:18][C:19]([O:9][CH:3]2[CH:4]3[CH2:7][CH2:8][N:1]([CH2:6][CH2:5]3)[CH2:2]2)=[CH:20][C:21]=1[C:22]1[CH:23]=[CH:24][C:25]([O:28][CH:29]2[CH2:34][CH2:33][CH2:32][CH2:31][CH2:30]2)=[CH:26][CH:27]=1)[CH2:13][CH2:14][CH3:15], predict the reactants needed to synthesize it. The reactants are: [N:1]12[CH2:8][CH2:7][CH:4]([CH2:5][CH2:6]1)[CH:3]([OH:9])[CH2:2]2.[H-].[Na+].[CH2:12]([C:16]1[N:17]=[N:18][C:19](Cl)=[CH:20][C:21]=1[C:22]1[CH:27]=[CH:26][C:25]([O:28][CH:29]2[CH2:34][CH2:33][CH2:32][CH2:31][CH2:30]2)=[CH:24][CH:23]=1)[CH2:13][CH2:14][CH3:15].O.